From a dataset of Forward reaction prediction with 1.9M reactions from USPTO patents (1976-2016). Predict the product of the given reaction. (1) Given the reactants [Cl:1][C:2]1[CH:10]=[C:9]([I:11])[CH:8]=[C:7]([Cl:12])[C:3]=1[C:4](O)=[O:5].S(Cl)([Cl:15])=O, predict the reaction product. The product is: [Cl:1][C:2]1[CH:10]=[C:9]([I:11])[CH:8]=[C:7]([Cl:12])[C:3]=1[C:4]([Cl:15])=[O:5]. (2) Given the reactants [F:1][C:2]1[CH:3]=[C:4]2[C:8](=[CH:9][CH:10]=1)[NH:7][C:6](=[O:11])[CH2:5]2.[Li+].C[Si]([N-][Si](C)(C)C)(C)C.C1COCC1.[CH3:27][CH:28]1[C:36]2[C:31](=[CH:32][CH:33]=[C:34]([O:37][CH2:38][CH2:39][N:40]3[CH2:45][CH2:44][O:43][CH2:42][CH2:41]3)[CH:35]=2)[C:30](=O)[O:29]1, predict the reaction product. The product is: [F:1][C:2]1[CH:3]=[C:4]2[C:8](=[CH:9][CH:10]=1)[NH:7][C:6](=[O:11])[C:5]2=[C:30]1[C:31]2[C:36](=[CH:35][C:34]([O:37][CH2:38][CH2:39][N:40]3[CH2:45][CH2:44][O:43][CH2:42][CH2:41]3)=[CH:33][CH:32]=2)[CH:28]([CH3:27])[O:29]1. (3) Given the reactants [CH2:1]([NH:4][C:5]1[C:14]2[C:9](=[CH:10][CH:11]=[C:12]([N+:15]([O-:17])=[O:16])[CH:13]=2)[N:8]=[C:7](Cl)[N:6]=1)[CH:2]=[CH2:3].[CH2:19]([NH2:22])[C:20]#[CH:21], predict the reaction product. The product is: [CH2:1]([NH:4][C:5]1[C:14]2[C:9](=[CH:10][CH:11]=[C:12]([N+:15]([O-:17])=[O:16])[CH:13]=2)[N:8]=[C:7]([NH:22][CH2:19][C:20]#[CH:21])[N:6]=1)[CH:2]=[CH2:3]. (4) Given the reactants [C:1]([C:5]1[N:6]=[C:7]([N:16]2[CH2:20][CH2:19][C:18]([F:22])([F:21])[CH2:17]2)[C:8]2[N:13]=[N:12][N:11]([CH2:14][CH3:15])[C:9]=2[N:10]=1)([CH3:4])([CH3:3])[CH3:2].C(C1N=[C:29]([N:36]2[CH2:40][CH2:39][C:38](F)(F)[CH2:37]2)C2N=NNC=2N=1)(C)(C)C.Br.BrCCC1C=CC=CN=1, predict the reaction product. The product is: [C:1]([C:5]1[N:6]=[C:7]([N:16]2[CH2:20][CH2:19][C:18]([F:21])([F:22])[CH2:17]2)[C:8]2[N:13]=[N:12][N:11]([CH2:14][CH2:15][C:40]3[CH:39]=[CH:38][CH:37]=[CH:29][N:36]=3)[C:9]=2[N:10]=1)([CH3:2])([CH3:3])[CH3:4]. (5) Given the reactants [CH2:1]([O:3][C:4]1[CH2:5][C:6]([CH3:16])([CH3:15])[C:7]2[CH:8]=[N:9][C:10](=[O:14])[NH:11][C:12]=2[CH:13]=1)[CH3:2].Cl.C([OH:20])C, predict the reaction product. The product is: [CH2:1]([O:3][C:4]1[CH2:5][C:6]([CH3:16])([CH3:15])[CH:7]([CH:8]=[N:9][C:10]([NH2:11])=[O:14])[C:12](=[O:20])[CH:13]=1)[CH3:2]. (6) Given the reactants [Cl:1][C:2]1[NH:7][C:6](=[O:8])[CH:5]=[C:4]([OH:9])[C:3]=1[CH2:10][CH3:11].[CH:25]1[CH:30]=[CH:29][C:28](P([C:25]2[CH:30]=[CH:29][CH:28]=[CH:27][CH:26]=2)[C:25]2[CH:30]=[CH:29][CH:28]=[CH:27][CH:26]=2)=[CH:27][CH:26]=1.[CH3:31]C(OC(/N=N/C(OC(C)C)=O)=O)C.[CH2:45](O)[C:46]1[CH:51]=[CH:50][CH:49]=[CH:48][CH:47]=1, predict the reaction product. The product is: [CH2:45]([O:9][C:4]1[CH:5]=[C:6]([O:8][CH2:31][C:25]2[CH:26]=[CH:27][CH:28]=[CH:29][CH:30]=2)[N:7]=[C:2]([Cl:1])[C:3]=1[CH2:10][CH3:11])[C:46]1[CH:51]=[CH:50][CH:49]=[CH:48][CH:47]=1.